This data is from NCI-60 drug combinations with 297,098 pairs across 59 cell lines. The task is: Regression. Given two drug SMILES strings and cell line genomic features, predict the synergy score measuring deviation from expected non-interaction effect. (1) Drug 1: CCC1=C2CN3C(=CC4=C(C3=O)COC(=O)C4(CC)O)C2=NC5=C1C=C(C=C5)O. Drug 2: CCCCC(=O)OCC(=O)C1(CC(C2=C(C1)C(=C3C(=C2O)C(=O)C4=C(C3=O)C=CC=C4OC)O)OC5CC(C(C(O5)C)O)NC(=O)C(F)(F)F)O. Cell line: SF-268. Synergy scores: CSS=59.8, Synergy_ZIP=-5.54, Synergy_Bliss=-7.29, Synergy_Loewe=-4.96, Synergy_HSA=-2.69. (2) Drug 1: CC12CCC3C(C1CCC2=O)CC(=C)C4=CC(=O)C=CC34C. Drug 2: C1=C(C(=O)NC(=O)N1)N(CCCl)CCCl. Cell line: UACC-257. Synergy scores: CSS=40.0, Synergy_ZIP=1.02, Synergy_Bliss=3.73, Synergy_Loewe=-4.10, Synergy_HSA=4.55. (3) Drug 1: CNC(=O)C1=CC=CC=C1SC2=CC3=C(C=C2)C(=NN3)C=CC4=CC=CC=N4. Drug 2: CC1OCC2C(O1)C(C(C(O2)OC3C4COC(=O)C4C(C5=CC6=C(C=C35)OCO6)C7=CC(=C(C(=C7)OC)O)OC)O)O. Cell line: HL-60(TB). Synergy scores: CSS=30.5, Synergy_ZIP=1.88, Synergy_Bliss=-5.04, Synergy_Loewe=-15.7, Synergy_HSA=-3.97. (4) Drug 1: C1CC(C1)(C(=O)O)C(=O)O.[NH2-].[NH2-].[Pt+2]. Cell line: EKVX. Synergy scores: CSS=-3.58, Synergy_ZIP=3.23, Synergy_Bliss=0.570, Synergy_Loewe=-4.28, Synergy_HSA=-3.96. Drug 2: CC1=C2C(C(=O)C3(C(CC4C(C3C(C(C2(C)C)(CC1OC(=O)C(C(C5=CC=CC=C5)NC(=O)OC(C)(C)C)O)O)OC(=O)C6=CC=CC=C6)(CO4)OC(=O)C)O)C)O. (5) Drug 1: CS(=O)(=O)C1=CC(=C(C=C1)C(=O)NC2=CC(=C(C=C2)Cl)C3=CC=CC=N3)Cl. Drug 2: C1C(C(OC1N2C=NC3=C2NC=NCC3O)CO)O. Cell line: OVCAR3. Synergy scores: CSS=-1.35, Synergy_ZIP=-1.95, Synergy_Bliss=-4.35, Synergy_Loewe=-5.13, Synergy_HSA=-5.54. (6) Drug 1: COC1=NC(=NC2=C1N=CN2C3C(C(C(O3)CO)O)O)N. Cell line: COLO 205. Synergy scores: CSS=2.98, Synergy_ZIP=7.59, Synergy_Bliss=9.70, Synergy_Loewe=1.82, Synergy_HSA=2.80. Drug 2: C1CN(P(=O)(OC1)NCCCl)CCCl. (7) Drug 1: CC12CCC(CC1=CCC3C2CCC4(C3CC=C4C5=CN=CC=C5)C)O. Drug 2: CCC1(C2=C(COC1=O)C(=O)N3CC4=CC5=C(C=CC(=C5CN(C)C)O)N=C4C3=C2)O.Cl. Cell line: SK-MEL-28. Synergy scores: CSS=2.14, Synergy_ZIP=-0.857, Synergy_Bliss=-0.246, Synergy_Loewe=-7.37, Synergy_HSA=-2.88.